This data is from Reaction yield outcomes from USPTO patents with 853,638 reactions. The task is: Predict the reaction yield, written as a fraction of the theoretical maximum amount of product (1.0 means a 100% yield; for example, 0.34 means a 34% yield). (1) The reactants are [CH2:1]([Li])CCC.[Br:6][C:7]1[CH:14]=[C:13]([C:15]([CH3:18])([CH3:17])[CH3:16])[CH:12]=[CH:11][C:8]=1[CH:9]=O. The catalyst is [Br-].C[P+](C1C=CC=CC=1)(C1C=CC=CC=1)C1C=CC=CC=1.C1COCC1. The product is [Br:6][C:7]1[CH:14]=[C:13]([C:15]([CH3:18])([CH3:17])[CH3:16])[CH:12]=[CH:11][C:8]=1[CH:9]=[CH2:1]. The yield is 0.810. (2) The reactants are [CH3:1][O:2][C:3]1[CH:4]([CH2:18][C:19]#[N:20])[CH2:5][C:6](=[O:17])[C:7]=1[C:8]1[C:13]([CH3:14])=[CH:12][C:11]([CH3:15])=[CH:10][C:9]=1[CH3:16].C(=O)(OC(C)(C)C)[O:22][C:23]([O:25][C:26]([CH3:29])([CH3:28])[CH3:27])=O.[BH4-].[Na+].NCCNCCN. The catalyst is CO.C(=O)(O)[O-].[Na+].C(OCC)(=O)C.[Ni](Cl)Cl. The product is [CH3:1][O:2][C:3]1[CH:4]([CH2:18][CH2:19][NH:20][C:23](=[O:22])[O:25][C:26]([CH3:29])([CH3:28])[CH3:27])[CH2:5][C:6](=[O:17])[C:7]=1[C:8]1[C:13]([CH3:14])=[CH:12][C:11]([CH3:15])=[CH:10][C:9]=1[CH3:16]. The yield is 0.840. (3) The reactants are Br[C:2]1[CH:11]=[C:10]2[C:5]([O:6][CH2:7][CH2:8][N:9]2[S:12]([C:15]2[CH:20]=[C:19]([Cl:21])[CH:18]=[CH:17][C:16]=2[O:22][CH3:23])(=[O:14])=[O:13])=[N:4][CH:3]=1.C(N(CC)CC)C.[C:31]([O:34][CH2:35][CH3:36])(=[O:33])C. The catalyst is C(O)C. The product is [CH2:35]([O:34][C:31]([C:2]1[CH:11]=[C:10]2[C:5]([O:6][CH2:7][CH2:8][N:9]2[S:12]([C:15]2[CH:20]=[C:19]([Cl:21])[CH:18]=[CH:17][C:16]=2[O:22][CH3:23])(=[O:14])=[O:13])=[N:4][CH:3]=1)=[O:33])[CH3:36]. The yield is 0.670. (4) The reactants are CN(C)C=O.[C:6]([C:8]1[C:17]2[C:12](=[CH:13][C:14]([O:20][CH3:21])=[C:15]([O:18][CH3:19])[CH:16]=2)[N:11]=[CH:10][N:9]=1)#[N:7].[N-:22]=[N+:23]=[N-:24].[Na+].[Cl-].[NH4+]. The catalyst is C(OCC)(=O)C. The product is [CH3:19][O:18][C:15]1[CH:16]=[C:17]2[C:12](=[CH:13][C:14]=1[O:20][CH3:21])[N:11]=[CH:10][N:9]=[C:8]2[C:6]1[NH:24][N:23]=[N:22][N:7]=1. The yield is 0.592. (5) The reactants are [S:1]([CH2:11][N:12]=[C:13]=[O:14])([C:4]1[CH:10]=[CH:9][C:7]([CH3:8])=[CH:6][CH:5]=1)(=[O:3])=[O:2].[CH:15](=O)[CH2:16][CH3:17].[Na].O1CCN=C1. The catalyst is C(O)C. The product is [CH2:16]([CH:17]1[O:14][CH:13]=[N:12][CH:11]1[S:1]([C:4]1[CH:5]=[CH:6][C:7]([CH3:8])=[CH:9][CH:10]=1)(=[O:3])=[O:2])[CH3:15]. The yield is 0.810. (6) The reactants are Br[C:2]1[CH:23]=[CH:22][C:5]([C:6]([NH:8][S:9]([C:12]2[CH:17]=[CH:16][CH:15]=[CH:14][C:13]=2[S:18](=[O:21])(=[O:20])[NH2:19])(=[O:11])=[O:10])=[O:7])=[CH:4][C:3]=1[C:24]#[N:25].[O:26]1[C:30]2[CH:31]=[CH:32][CH:33]=[CH:34][C:29]=2[CH:28]=[C:27]1B(O)O.C(=O)([O-])[O-].[Na+].[Na+]. The catalyst is C1C=CC(P(C2C=CC=CC=2)[C-]2C=CC=C2)=CC=1.C1C=CC(P(C2C=CC=CC=2)[C-]2C=CC=C2)=CC=1.Cl[Pd]Cl.[Fe+2].CN(C)C=O. The product is [O:26]1[C:30]2[CH:31]=[CH:32][CH:33]=[CH:34][C:29]=2[CH:28]=[C:27]1[C:2]1[CH:23]=[CH:22][C:5]([C:6]([NH:8][S:9]([C:12]2[CH:17]=[CH:16][CH:15]=[CH:14][C:13]=2[S:18](=[O:21])(=[O:20])[NH2:19])(=[O:11])=[O:10])=[O:7])=[CH:4][C:3]=1[C:24]#[N:25]. The yield is 0.270. (7) The reactants are Br[C:2]1[CH:3]=[C:4]([CH2:10][NH:11][C:12](=[O:38])[CH2:13][C:14]([NH:16][CH2:17][C:18]2[C:19]([NH:31][CH:32]3[CH2:37][CH2:36][O:35][CH2:34][CH2:33]3)=[C:20]3[CH:28]=[N:27][N:26]([CH2:29][CH3:30])[C:21]3=[N:22][C:23]=2[CH2:24][CH3:25])=[O:15])[CH:5]=[CH:6][C:7]=1[O:8][CH3:9].[CH:39]([C:41]1[CH:42]=[C:43](B(O)O)[CH:44]=[CH:45][CH:46]=1)=[O:40].C(=O)([O-])[O-].[Na+].[Na+].O1CCOCC1. The catalyst is CCOC(C)=O.O.[Pd].C1(P(C2C=CC=CC=2)C2C=CC=CC=2)C=CC=CC=1.C1(P(C2C=CC=CC=2)C2C=CC=CC=2)C=CC=CC=1.C1(P(C2C=CC=CC=2)C2C=CC=CC=2)C=CC=CC=1.C1(P(C2C=CC=CC=2)C2C=CC=CC=2)C=CC=CC=1. The product is [CH2:29]([N:26]1[C:21]2=[N:22][C:23]([CH2:24][CH3:25])=[C:18]([CH2:17][NH:16][C:14](=[O:15])[CH2:13][C:12]([NH:11][CH2:10][C:4]3[CH:3]=[C:2]([C:45]4[CH:44]=[CH:43][CH:42]=[C:41]([CH:39]=[O:40])[CH:46]=4)[C:7]([O:8][CH3:9])=[CH:6][CH:5]=3)=[O:38])[C:19]([NH:31][CH:32]3[CH2:37][CH2:36][O:35][CH2:34][CH2:33]3)=[C:20]2[CH:28]=[N:27]1)[CH3:30]. The yield is 0.910.